This data is from Ames mutagenicity test results for genotoxicity prediction. The task is: Regression/Classification. Given a drug SMILES string, predict its toxicity properties. Task type varies by dataset: regression for continuous values (e.g., LD50, hERG inhibition percentage) or binary classification for toxic/non-toxic outcomes (e.g., AMES mutagenicity, cardiotoxicity, hepatotoxicity). Dataset: ames. The drug is CC(C)c1c(N)ccc2c1Cc1ccccc1-2. The result is 1 (mutagenic).